Dataset: Forward reaction prediction with 1.9M reactions from USPTO patents (1976-2016). Task: Predict the product of the given reaction. (1) Given the reactants [C:1]([O:5][C:6]([N:8]1[CH2:13][CH2:12][CH:11]([CH2:14][NH:15][C:16]2[C:21]([N+:22]([O-:24])=[O:23])=[CH:20][N:19]=[C:18](Cl)[CH:17]=2)[CH2:10][CH2:9]1)=[O:7])([CH3:4])([CH3:3])[CH3:2].[F:26][C:27]([F:38])([F:37])[O:28][C:29]1[CH:36]=[CH:35][CH:34]=[CH:33][C:30]=1[CH2:31][NH2:32].C(N(C(C)C)CC)(C)C, predict the reaction product. The product is: [C:1]([O:5][C:6]([N:8]1[CH2:13][CH2:12][CH:11]([CH2:14][NH:15][C:16]2[C:21]([N+:22]([O-:24])=[O:23])=[CH:20][N:19]=[C:18]([NH:32][CH2:31][C:30]3[CH:33]=[CH:34][CH:35]=[CH:36][C:29]=3[O:28][C:27]([F:26])([F:37])[F:38])[CH:17]=2)[CH2:10][CH2:9]1)=[O:7])([CH3:4])([CH3:3])[CH3:2]. (2) Given the reactants [CH3:1][O:2][C:3]1[CH:15]=[CH:14][C:13]2[C:12]3[C:7](=[CH:8][C:9]([O:16][CH3:17])=[CH:10][CH:11]=3)[NH:6][C:5]=2[CH:4]=1.I[C:19]1[CH:24]=[CH:23][CH:22]=[CH:21][C:20]=1[O:25][CH3:26].C(=O)([O-])[O-].[K+].[K+], predict the reaction product. The product is: [CH3:17][O:16][C:9]1[CH:10]=[CH:11][C:12]2[C:13]3[C:5](=[CH:4][C:3]([O:2][CH3:1])=[CH:15][CH:14]=3)[N:6]([C:19]3[CH:24]=[CH:23][CH:22]=[CH:21][C:20]=3[O:25][CH3:26])[C:7]=2[CH:8]=1.